This data is from Catalyst prediction with 721,799 reactions and 888 catalyst types from USPTO. The task is: Predict which catalyst facilitates the given reaction. (1) Reactant: [CH:1]1([CH:7](O)[CH3:8])[CH2:6][CH2:5][CH2:4][CH2:3][CH2:2]1.[H-].[Na+].Cl[S:13]([N:16]=C=O)(=[O:15])=[O:14].C(O)=[O:20]. Product: [S:13](=[O:20])(=[O:15])([O:14][CH2:8][CH2:7][CH:1]1[CH2:6][CH2:5][CH2:4][CH2:3][CH2:2]1)[NH2:16]. The catalyst class is: 705. (2) Reactant: Br[C:2]1[S:3][C:4]([S:17](=[O:23])(=[O:22])[NH:18][CH2:19][CH2:20][OH:21])=[CH:5][C:6]=1[C:7]1[S:11][C:10]([NH:12][C:13](=[O:15])[CH3:14])=[N:9][C:8]=1[CH3:16].C([Li])CCC. Product: [OH:21][CH2:20][CH2:19][NH:18][S:17]([C:4]1[S:3][CH:2]=[C:6]([C:7]2[S:11][C:10]([NH:12][C:13](=[O:15])[CH3:14])=[N:9][C:8]=2[CH3:16])[CH:5]=1)(=[O:23])=[O:22]. The catalyst class is: 1.